Dataset: Peptide-MHC class I binding affinity with 185,985 pairs from IEDB/IMGT. Task: Regression. Given a peptide amino acid sequence and an MHC pseudo amino acid sequence, predict their binding affinity value. This is MHC class I binding data. (1) The peptide sequence is GVDGGWQAL. The MHC is HLA-B14:02 with pseudo-sequence HLA-B14:02. The binding affinity (normalized) is 0.213. (2) The peptide sequence is RHVKPTGSAVVGLSM. The MHC is HLA-A24:02 with pseudo-sequence HLA-A24:02. The binding affinity (normalized) is 0. (3) The peptide sequence is EGYVFYEN. The MHC is H-2-Db with pseudo-sequence H-2-Db. The binding affinity (normalized) is 0. (4) The peptide sequence is YLKAYQATV. The MHC is HLA-A68:02 with pseudo-sequence HLA-A68:02. The binding affinity (normalized) is 0.306.